Dataset: Peptide-MHC class I binding affinity with 185,985 pairs from IEDB/IMGT. Task: Regression. Given a peptide amino acid sequence and an MHC pseudo amino acid sequence, predict their binding affinity value. This is MHC class I binding data. The peptide sequence is FTDGVCLFW. The MHC is HLA-B15:01 with pseudo-sequence HLA-B15:01. The binding affinity (normalized) is 0.0847.